From a dataset of Peptide-MHC class I binding affinity with 185,985 pairs from IEDB/IMGT. Regression. Given a peptide amino acid sequence and an MHC pseudo amino acid sequence, predict their binding affinity value. This is MHC class I binding data. (1) The peptide sequence is SALTLHWFR. The MHC is HLA-A31:01 with pseudo-sequence HLA-A31:01. The binding affinity (normalized) is 1.00. (2) The peptide sequence is RSFKDLLKK. The MHC is HLA-A31:01 with pseudo-sequence HLA-A31:01. The binding affinity (normalized) is 0.472. (3) The peptide sequence is RVVLQSKEL. The MHC is HLA-A02:06 with pseudo-sequence HLA-A02:06. The binding affinity (normalized) is 0.337. (4) The peptide sequence is YVVSRRGDL. The MHC is HLA-B39:01 with pseudo-sequence HLA-B39:01. The binding affinity (normalized) is 0.0847. (5) The peptide sequence is THIVRGRDL. The MHC is HLA-B35:01 with pseudo-sequence HLA-B35:01. The binding affinity (normalized) is 0.0847. (6) The peptide sequence is YLDWHAGHA. The MHC is HLA-A01:01 with pseudo-sequence HLA-A01:01. The binding affinity (normalized) is 0.758. (7) The peptide sequence is FYSEESPTEY. The MHC is HLA-A30:01 with pseudo-sequence HLA-A30:01. The binding affinity (normalized) is 0.00228. (8) The peptide sequence is EILWDVIPF. The MHC is HLA-B51:01 with pseudo-sequence HLA-B51:01. The binding affinity (normalized) is 0.0847.